Dataset: Reaction yield outcomes from USPTO patents with 853,638 reactions. Task: Predict the reaction yield, written as a fraction of the theoretical maximum amount of product (1.0 means a 100% yield; for example, 0.34 means a 34% yield). (1) The reactants are [Br:1][C:2]1[C:7]([O:8][CH3:9])=[CH:6][CH:5]=[CH:4][C:3]=1[O:10][CH3:11].[Br:12]N1C(=O)CCC1=O. The catalyst is C(#N)C. The product is [Br:1][C:2]1[C:7]([O:8][CH3:9])=[CH:6][CH:5]=[C:4]([Br:12])[C:3]=1[O:10][CH3:11]. The yield is 0.950. (2) The catalyst is ClCCl. The product is [CH:1]([C@@H:4]1[C:9]2=[CH:10][C:11]3[CH:12]=[CH:13][C:14]([S:17]([CH3:20])(=[O:19])=[O:18])=[CH:15][C:16]=3[N:8]2[CH2:7][CH2:6][N:5]1[C:21]1[N:26]=[C:25]([C:27]([F:28])([F:29])[F:30])[C:24]([CH2:31][OH:32])=[CH:23][N:22]=1)([CH3:3])[CH3:2].[CH:1]([C@H:4]1[C:9]2=[CH:10][C:11]3[CH:12]=[CH:13][C:14]([S:17]([CH3:20])(=[O:19])=[O:18])=[CH:15][C:16]=3[N:8]2[CH2:7][CH2:6][N:5]1[C:21]1[N:26]=[C:25]([C:27]([F:28])([F:29])[F:30])[C:24]([CH2:31][OH:32])=[CH:23][N:22]=1)([CH3:3])[CH3:2]. The yield is 0.0784. The reactants are [CH:1]([CH:4]1[C:9]2=[CH:10][C:11]3[CH:12]=[CH:13][C:14]([S:17]([CH3:20])(=[O:19])=[O:18])=[CH:15][C:16]=3[N:8]2[CH2:7][CH2:6][N:5]1[C:21]1[N:26]=[C:25]([C:27]([F:30])([F:29])[F:28])[C:24]([C:31]([O-])=[O:32])=[CH:23][N:22]=1)([CH3:3])[CH3:2].CC(C[AlH]CC(C)C)C.